Dataset: NCI-60 drug combinations with 297,098 pairs across 59 cell lines. Task: Regression. Given two drug SMILES strings and cell line genomic features, predict the synergy score measuring deviation from expected non-interaction effect. (1) Drug 1: COC1=C2C(=CC3=C1OC=C3)C=CC(=O)O2. Drug 2: C1CCC(C(C1)N)N.C(=O)(C(=O)[O-])[O-].[Pt+4]. Cell line: CCRF-CEM. Synergy scores: CSS=32.0, Synergy_ZIP=3.51, Synergy_Bliss=1.05, Synergy_Loewe=-33.1, Synergy_HSA=-3.54. (2) Drug 1: CCC1=C2CN3C(=CC4=C(C3=O)COC(=O)C4(CC)O)C2=NC5=C1C=C(C=C5)O. Drug 2: C1CN(CCN1C(=O)CCBr)C(=O)CCBr. Cell line: DU-145. Synergy scores: CSS=68.9, Synergy_ZIP=4.52, Synergy_Bliss=4.78, Synergy_Loewe=-5.19, Synergy_HSA=7.73. (3) Drug 1: CNC(=O)C1=CC=CC=C1SC2=CC3=C(C=C2)C(=NN3)C=CC4=CC=CC=N4. Drug 2: C(CCl)NC(=O)N(CCCl)N=O. Cell line: UO-31. Synergy scores: CSS=-3.39, Synergy_ZIP=-0.0344, Synergy_Bliss=-2.65, Synergy_Loewe=-2.39, Synergy_HSA=-2.78. (4) Drug 1: C1=C(C(=O)NC(=O)N1)F. Drug 2: C#CCC(CC1=CN=C2C(=N1)C(=NC(=N2)N)N)C3=CC=C(C=C3)C(=O)NC(CCC(=O)O)C(=O)O. Cell line: SK-MEL-28. Synergy scores: CSS=21.6, Synergy_ZIP=-0.450, Synergy_Bliss=-1.71, Synergy_Loewe=-1.48, Synergy_HSA=-1.47. (5) Drug 1: CCN(CC)CCCC(C)NC1=C2C=C(C=CC2=NC3=C1C=CC(=C3)Cl)OC. Drug 2: C1CN(CCN1C(=O)CCBr)C(=O)CCBr. Cell line: BT-549. Synergy scores: CSS=23.4, Synergy_ZIP=-8.28, Synergy_Bliss=-3.14, Synergy_Loewe=-0.161, Synergy_HSA=-0.311. (6) Drug 1: C1CN1C2=NC(=NC(=N2)N3CC3)N4CC4. Drug 2: CC1CCCC2(C(O2)CC(NC(=O)CC(C(C(=O)C(C1O)C)(C)C)O)C(=CC3=CSC(=N3)C)C)C. Cell line: UO-31. Synergy scores: CSS=40.5, Synergy_ZIP=-1.81, Synergy_Bliss=-4.42, Synergy_Loewe=-0.814, Synergy_HSA=-0.684. (7) Drug 1: CC1=C2C(C(=O)C3(C(CC4C(C3C(C(C2(C)C)(CC1OC(=O)C(C(C5=CC=CC=C5)NC(=O)OC(C)(C)C)O)O)OC(=O)C6=CC=CC=C6)(CO4)OC(=O)C)O)C)O. Drug 2: C1=NNC2=C1C(=O)NC=N2. Cell line: UO-31. Synergy scores: CSS=-1.52, Synergy_ZIP=0.559, Synergy_Bliss=-0.364, Synergy_Loewe=-2.34, Synergy_HSA=-2.35. (8) Drug 1: C#CCC(CC1=CN=C2C(=N1)C(=NC(=N2)N)N)C3=CC=C(C=C3)C(=O)NC(CCC(=O)O)C(=O)O. Drug 2: CCC1(C2=C(COC1=O)C(=O)N3CC4=CC5=C(C=CC(=C5CN(C)C)O)N=C4C3=C2)O.Cl. Cell line: PC-3. Synergy scores: CSS=18.6, Synergy_ZIP=-2.24, Synergy_Bliss=-1.68, Synergy_Loewe=3.76, Synergy_HSA=2.36. (9) Drug 1: CC1=C(C(CCC1)(C)C)C=CC(=CC=CC(=CC(=O)O)C)C. Drug 2: C1=CC=C(C(=C1)C(C2=CC=C(C=C2)Cl)C(Cl)Cl)Cl. Cell line: SW-620. Synergy scores: CSS=5.76, Synergy_ZIP=0.991, Synergy_Bliss=5.40, Synergy_Loewe=7.26, Synergy_HSA=5.06. (10) Drug 1: CC1C(C(=O)NC(C(=O)N2CCCC2C(=O)N(CC(=O)N(C(C(=O)O1)C(C)C)C)C)C(C)C)NC(=O)C3=C4C(=C(C=C3)C)OC5=C(C(=O)C(=C(C5=N4)C(=O)NC6C(OC(=O)C(N(C(=O)CN(C(=O)C7CCCN7C(=O)C(NC6=O)C(C)C)C)C)C(C)C)C)N)C. Drug 2: C1CN1P(=S)(N2CC2)N3CC3. Cell line: EKVX. Synergy scores: CSS=7.19, Synergy_ZIP=-2.07, Synergy_Bliss=-1.64, Synergy_Loewe=2.00, Synergy_HSA=-0.564.